Dataset: Full USPTO retrosynthesis dataset with 1.9M reactions from patents (1976-2016). Task: Predict the reactants needed to synthesize the given product. (1) Given the product [CH3:11][N:12]([CH3:18])[CH2:13][CH2:14][CH2:15][N:16]([CH3:17])[C:2]1[CH:7]=[CH:6][C:5]([N+:8]([O-:10])=[O:9])=[CH:4][CH:3]=1, predict the reactants needed to synthesize it. The reactants are: F[C:2]1[CH:7]=[CH:6][C:5]([N+:8]([O-:10])=[O:9])=[CH:4][CH:3]=1.[CH3:11][N:12]([CH3:18])[CH2:13][CH2:14][CH2:15][NH:16][CH3:17].C(=O)([O-])[O-].[K+].[K+]. (2) Given the product [OH:21][CH:18]1[C:17]2[C:9](=[CH:10][C:11]3[O:15][CH2:14][O:13][C:12]=3[CH:16]=2)[C:8]2([C:22]3[C:27](=[CH:26][CH:25]=[CH:24][CH:23]=3)[N:6]([CH2:1][CH2:2][CH2:3][CH2:4][CH3:5])[C:7]2=[O:28])[CH2:20]1, predict the reactants needed to synthesize it. The reactants are: [CH2:1]([N:6]1[C:27]2[C:22](=[CH:23][CH:24]=[CH:25][CH:26]=2)[C:8]2([CH2:20]C[C:18](=[O:21])[C:17]3[C:9]2=[CH:10][C:11]2[O:15][CH2:14][O:13][C:12]=2[CH:16]=3)[C:7]1=[O:28])[CH2:2][CH2:3][CH2:4][CH3:5].[BH4-].[Na+].O. (3) Given the product [Cl:23][C:22]1[C:21]2[C:16](=[CH:17][CH:18]=[CH:19][CH:20]=2)[N:15]=[CH:14][C:13]=1[NH:12][C:1](=[O:3])[CH3:2], predict the reactants needed to synthesize it. The reactants are: [C:1](Cl)(=[O:3])[CH3:2].C(N(CC)CC)C.[NH2:12][C:13]1[CH:14]=[N:15][C:16]2[C:21]([C:22]=1[Cl:23])=[CH:20][CH:19]=[CH:18][CH:17]=2. (4) The reactants are: [CH:1]12[NH:8][CH:5]([CH2:6][CH2:7]1)[CH2:4][CH:3]([NH:9][C:10](=[O:19])[CH2:11][CH2:12][CH2:13][C:14]1[N:15]=[N:16][NH:17][CH:18]=1)[CH2:2]2.[C:20](Cl)(=[O:31])[O:21][CH2:22][C:23]1[CH:28]=[C:27]([Cl:29])[CH:26]=[C:25]([Cl:30])[CH:24]=1.[OH-].[Na+]. Given the product [NH:17]1[CH:18]=[C:14]([CH2:13][CH2:12][CH2:11][C:10]([NH:9][CH:3]2[CH2:2][CH:1]3[N:8]([C:20]([O:21][CH2:22][C:23]4[CH:24]=[C:25]([Cl:30])[CH:26]=[C:27]([Cl:29])[CH:28]=4)=[O:31])[CH:5]([CH2:6][CH2:7]3)[CH2:4]2)=[O:19])[N:15]=[N:16]1, predict the reactants needed to synthesize it.